Dataset: Catalyst prediction with 721,799 reactions and 888 catalyst types from USPTO. Task: Predict which catalyst facilitates the given reaction. (1) Reactant: C(OC([N:8]1[CH2:12][CH2:11][CH2:10][C@@H:9]1[CH2:13][O:14][C:15]1[CH:20]=[CH:19][C:18]([N:21]2[CH:25]=[CH:24][CH:23]=[CH:22]2)=[CH:17][CH:16]=1)=O)(C)(C)C.[ClH:26]. Product: [ClH:26].[NH:8]1[CH2:12][CH2:11][CH2:10][C@@H:9]1[CH2:13][O:14][C:15]1[CH:20]=[CH:19][C:18]([N:21]2[CH:25]=[CH:24][CH:23]=[CH:22]2)=[CH:17][CH:16]=1. The catalyst class is: 12. (2) Reactant: CCO.[OH:4][C:5]1[C:6]([C:19](=[N:38][OH:39])[CH2:20][CH2:21][C:22]2[S:23][C:24]3[CH:33]=[C:32]([C:34]([F:37])([F:36])[F:35])[CH:31]=[CH:30][C:25]=3[C:26]=2[CH2:27][CH2:28][CH3:29])=[CH:7][C:8]([CH3:18])=[C:9]([CH:17]=1)[O:10][CH2:11][C:12]([O:14]CC)=[O:13].O.[OH-].[Li+].Cl. Product: [OH:4][C:5]1[C:6]([C:19](=[N:38][OH:39])[CH2:20][CH2:21][C:22]2[S:23][C:24]3[CH:33]=[C:32]([C:34]([F:36])([F:37])[F:35])[CH:31]=[CH:30][C:25]=3[C:26]=2[CH2:27][CH2:28][CH3:29])=[CH:7][C:8]([CH3:18])=[C:9]([CH:17]=1)[O:10][CH2:11][C:12]([OH:14])=[O:13]. The catalyst class is: 6. (3) Reactant: [NH:1]1[CH2:4][CH:3]([CH2:5][N:6]([C@@H:13]2[CH2:15][C@H:14]2[C:16]2[CH:21]=[CH:20][CH:19]=[CH:18][CH:17]=2)C(=[O:12])C(F)(F)F)[CH2:2]1.C([N:24](CC)CC)C.[F:29][C:30]1[CH:35]=[CH:34][CH:33]=[CH:32][C:31]=1[N:36]=[C:37]=[O:38].[OH-].[Na+]. Product: [C:2](#[N:1])[CH3:3].[OH2:12].[NH4+:24].[OH-:38].[F:29][C:30]1[CH:35]=[CH:34][CH:33]=[CH:32][C:31]=1[NH:36][C:37]([N:1]1[CH2:2][CH:3]([CH2:5][NH:6][C@@H:13]2[CH2:15][C@H:14]2[C:16]2[CH:17]=[CH:18][CH:19]=[CH:20][CH:21]=2)[CH2:4]1)=[O:38]. The catalyst class is: 382. (4) Reactant: [Cl:1][C:2]1[CH:7]=[C:6]([F:8])[CH:5]=[CH:4][C:3]=1[N:9]([CH2:24][O:25][C:26]([N:28]1[CH2:35][CH2:34][CH2:33][C@H:29]1[C:30]([OH:32])=[O:31])=[O:27])[S:10]([CH:13]1[CH2:18][CH2:17][CH2:16][CH:15]=[C:14]1[C:19]([O:21][CH2:22][CH3:23])=[O:20])(=[O:12])=[O:11].C(O)C.C(=O)([O-])[O-].[Na+:43].[Na+]. Product: [Cl:1][C:2]1[CH:7]=[C:6]([F:8])[CH:5]=[CH:4][C:3]=1[N:9]([CH2:24][O:25][C:26]([N:28]1[CH2:35][CH2:34][CH2:33][C@H:29]1[C:30]([O-:32])=[O:31])=[O:27])[S:10]([CH:13]1[CH2:18][CH2:17][CH2:16][CH:15]=[C:14]1[C:19]([O:21][CH2:22][CH3:23])=[O:20])(=[O:11])=[O:12].[Na+:43]. The catalyst class is: 6. (5) Product: [C:17]1([C:20]2[CH:25]=[CH:24][CH:23]=[CH:22][CH:21]=2)[CH:18]=[CH:19][C:14]([NH:13][C:12]([C:10]2[CH:9]=[CH:8][C:3]([C:4]([O:6][CH3:7])=[O:5])=[C:2]([NH:1][C:35](=[O:36])[CH2:34][Cl:33])[CH:11]=2)=[O:26])=[CH:15][CH:16]=1. The catalyst class is: 2. Reactant: [NH2:1][C:2]1[CH:11]=[C:10]([C:12](=[O:26])[NH:13][C:14]2[CH:19]=[CH:18][C:17]([C:20]3[CH:25]=[CH:24][CH:23]=[CH:22][CH:21]=3)=[CH:16][CH:15]=2)[CH:9]=[CH:8][C:3]=1[C:4]([O:6][CH3:7])=[O:5].N1C=CC=CC=1.[Cl:33][CH2:34][C:35](Cl)=[O:36]. (6) Reactant: [NH2:1][C:2]1[C:10]([NH2:11])=[CH:9][CH:8]=[CH:7][C:3]=1[C:4]([OH:6])=[O:5].C(O)(=O)C.[CH:16](OCC)(OCC)[O:17][CH2:18][CH3:19]. Product: [CH2:18]([O:17][C:16]1[NH:11][C:10]2[CH:9]=[CH:8][CH:7]=[C:3]([C:4]([OH:6])=[O:5])[C:2]=2[N:1]=1)[CH3:19]. The catalyst class is: 6. (7) Reactant: Cl[C:2]1[C:11]2[C:6](=[CH:7][CH:8]=[CH:9][CH:10]=2)[N:5]=[CH:4][C:3]=1[N+:12]([O-:14])=[O:13].C(N(CC)CC)C.[NH2:22][CH2:23][CH2:24][CH2:25][CH2:26][OH:27].O. Product: [N+:12]([C:3]1[C:4]([NH:22][CH2:23][CH2:24][CH2:25][CH2:26][OH:27])=[N:5][C:6]2[C:11]([CH:2]=1)=[CH:10][CH:9]=[CH:8][CH:7]=2)([O-:14])=[O:13]. The catalyst class is: 4.